This data is from Catalyst prediction with 721,799 reactions and 888 catalyst types from USPTO. The task is: Predict which catalyst facilitates the given reaction. (1) The catalyst class is: 11. Product: [CH2:30]([O:32][C:33]([C:35]1[C:39]([CH3:40])=[CH:38][S:37][C:36]=1[NH:41][C:1]([NH:25][CH3:23])=[O:5])=[O:34])[CH3:31]. Reactant: [C:1]([OH:5])(=O)CC.C1(P(N=[N+]=[N-])(C2C=CC=CC=2)=O)C=CC=CC=1.[CH2:23]([N:25](CC)CC)C.[CH2:30]([O:32][C:33]([C:35]1[C:39]([CH3:40])=[CH:38][S:37][C:36]=1[NH2:41])=[O:34])[CH3:31]. (2) The catalyst class is: 21. Product: [Cl:1][C:2]1[CH:7]=[CH:6][C:5]([O:8][CH2:17][C:18]2[CH:23]=[CH:22][CH:21]=[CH:20][CH:19]=2)=[C:4]([CH2:9][OH:10])[CH:3]=1. Reactant: [Cl:1][C:2]1[CH:7]=[CH:6][C:5]([OH:8])=[C:4]([CH2:9][OH:10])[CH:3]=1.C(=O)([O-])[O-].[K+].[K+].[CH2:17](Br)[C:18]1[CH:23]=[CH:22][CH:21]=[CH:20][CH:19]=1. (3) Reactant: [F:1][C:2]1[CH:10]=[C:9]2[C:5]([C:6]([CH:11]=[C:12]([N+:14]([O-])=O)[CH3:13])=[CH:7][NH:8]2)=[CH:4][CH:3]=1.[H-].[H-].[H-].[H-].[Li+].[Al+3].O. Product: [CH3:13][CH:12]([CH2:11][C:6]1[C:5]2[C:9](=[CH:10][C:2]([F:1])=[CH:3][CH:4]=2)[NH:8][CH:7]=1)[NH2:14]. The catalyst class is: 1.